Dataset: Experimentally validated miRNA-target interactions with 360,000+ pairs, plus equal number of negative samples. Task: Binary Classification. Given a miRNA mature sequence and a target amino acid sequence, predict their likelihood of interaction. The miRNA is hsa-miR-432-3p with sequence CUGGAUGGCUCCUCCAUGUCU. The protein sequence of the target gene is MGLTVSALFSRIFGKKQMRILMVGLDAAGKTTILYKLKLGEIVTTIPTIGFNVETVEYKNICFTVWDVGGQDKIRPLWRHYFQNTQGLIFVVDSNDRERVQESADELQKMLQEDELRDAVLLVFANKQDMPNAMPVSELTDKLGLQHLRSRTWYVQATCATQGTGLYDGLDWLSHELSKR. Result: 0 (no interaction).